This data is from Forward reaction prediction with 1.9M reactions from USPTO patents (1976-2016). The task is: Predict the product of the given reaction. (1) Given the reactants [C:1]([C:3]1[CH:8]=[CH:7][C:6]([C:9]2[CH:10]=[N:11][N:12]([C:15]3[CH:23]=[CH:22][C:18]([C:19]([OH:21])=O)=[CH:17][N:16]=3)[C:13]=2[OH:14])=[C:5]([CH3:24])[CH:4]=1)#[N:2].[CH:25]1([NH2:28])[CH2:27][CH2:26]1, predict the reaction product. The product is: [C:1]([C:3]1[CH:8]=[CH:7][C:6]([C:9]2[CH:10]=[N:11][N:12]([C:15]3[CH:23]=[CH:22][C:18]([C:19]([NH:28][CH:25]4[CH2:27][CH2:26]4)=[O:21])=[CH:17][N:16]=3)[C:13]=2[OH:14])=[C:5]([CH3:24])[CH:4]=1)#[N:2]. (2) The product is: [C:25]1([S:22]([NH2:21])(=[O:24])=[O:23])[CH:30]=[CH:29][CH:28]=[CH:27][CH:26]=1. Given the reactants ClC1C=CC(C2C(C3C=CC=CC=3)CN(C([NH:21][S:22]([C:25]3[CH:30]=[CH:29][C:28](Cl)=[CH:27][CH:26]=3)(=[O:24])=[O:23])=O)N=2)=CC=1.O=P(Cl)(Cl)Cl.CCN(C(C)C)C(C)C, predict the reaction product. (3) Given the reactants [C:1]([N:5]1[C:14]2[C:9](=[CH:10][C:11]([I:15])=[CH:12][CH:13]=2)[C:8](=[O:16])[C:7]([C:17]([O:19]CC)=[O:18])=[CH:6]1)([CH3:4])([CH3:3])[CH3:2].[OH-].[Na+], predict the reaction product. The product is: [C:1]([N:5]1[C:14]2[C:9](=[CH:10][C:11]([I:15])=[CH:12][CH:13]=2)[C:8](=[O:16])[C:7]([C:17]([OH:19])=[O:18])=[CH:6]1)([CH3:4])([CH3:2])[CH3:3]. (4) Given the reactants [CH2:1]([N:3]1[CH:11]=[C:10]2[C:5]([CH:6]=[C:7]([C:13]([O:15][CH2:16][CH3:17])=[O:14])[CH:8]=[C:9]2[OH:12])=[N:4]1)[CH3:2].Cl[C:19]1[N:20]=[CH:21][C:22]([C:25]([N:27]([CH3:29])[CH3:28])=[O:26])=[N:23][CH:24]=1, predict the reaction product. The product is: [CH3:28][N:27]([CH3:29])[C:25]([C:22]1[N:23]=[CH:24][C:19]([O:12][C:9]2[C:10]3[C:5]([CH:6]=[C:7]([C:13]([O:15][CH2:16][CH3:17])=[O:14])[CH:8]=2)=[N:4][N:3]([CH2:1][CH3:2])[CH:11]=3)=[N:20][CH:21]=1)=[O:26].